This data is from Full USPTO retrosynthesis dataset with 1.9M reactions from patents (1976-2016). The task is: Predict the reactants needed to synthesize the given product. (1) Given the product [CH3:1][N:2]1[CH2:7][CH2:6][C:5]([C:8]2[CH:13]=[CH:12][CH:11]=[C:10]([F:14])[CH:9]=2)([CH2:15][NH:16][C:29]([C:21]2[C:22]3[C:27](=[CH:26][CH:25]=[CH:24][CH:23]=3)[CH:28]=[C:19]([C:17]#[N:18])[CH:20]=2)=[O:30])[CH2:4][CH2:3]1, predict the reactants needed to synthesize it. The reactants are: [CH3:1][N:2]1[CH2:7][CH2:6][C:5]([CH2:15][NH2:16])([C:8]2[CH:13]=[CH:12][CH:11]=[C:10]([F:14])[CH:9]=2)[CH2:4][CH2:3]1.[C:17]([C:19]1[CH:20]=[C:21]([C:29](Cl)=[O:30])[C:22]2[C:27]([CH:28]=1)=[CH:26][CH:25]=[CH:24][CH:23]=2)#[N:18]. (2) Given the product [CH:1]1([C@H:7]2[CH2:12][CH2:11][C@H:10]([N:13]3[CH2:14][CH2:15][NH:16][CH2:17][CH2:18]3)[CH2:9][CH2:8]2)[CH2:2][CH2:3][CH2:4][CH2:5][CH2:6]1, predict the reactants needed to synthesize it. The reactants are: [CH:1]1([C@H:7]2[CH2:12][CH2:11][C@H:10]([N:13]3[CH2:18][CH2:17][N:16](C(OCC4C=CC=CC=4)=O)[CH2:15][CH2:14]3)[CH2:9][CH2:8]2)[CH2:6][CH2:5][CH2:4][CH2:3][CH2:2]1.[H][H].ClCCl. (3) Given the product [CH2:3]=[CH2:4].[CH2:3]=[CH:4][CH2:5][CH2:6][CH2:7][CH2:8][CH2:9][CH3:10], predict the reactants needed to synthesize it. The reactants are: C=C.[CH2:3]=[CH:4][CH2:5][CH2:6][CH2:7][CH2:8][CH2:9][CH3:10].[AlH]1CCCCO1. (4) Given the product [CH3:27][O:28][CH2:29][CH2:30][NH:31][C:32]([C@H:34]1[CH2:35][CH2:36][C@H:37]([NH:40][C:23]([C:20]2[C:16]3[N:17]=[CH:18][N:19]=[C:14]([C:7]4[CH:8]=[CH:9][C:10]([O:12][CH3:13])=[CH:11][C:6]=4[O:5][CH2:4][CH:1]4[CH2:3][CH2:2]4)[C:15]=3[NH:22][CH:21]=2)=[O:25])[CH2:38][CH2:39]1)=[O:33], predict the reactants needed to synthesize it. The reactants are: [CH:1]1([CH2:4][O:5][C:6]2[CH:11]=[C:10]([O:12][CH3:13])[CH:9]=[CH:8][C:7]=2[C:14]2[C:15]3[NH:22][CH:21]=[C:20]([C:23]([OH:25])=O)[C:16]=3[N:17]=[CH:18][N:19]=2)[CH2:3][CH2:2]1.Cl.[CH3:27][O:28][CH2:29][CH2:30][NH:31][C:32]([C@H:34]1[CH2:39][CH2:38][C@H:37]([NH2:40])[CH2:36][CH2:35]1)=[O:33].